From a dataset of Catalyst prediction with 721,799 reactions and 888 catalyst types from USPTO. Predict which catalyst facilitates the given reaction. (1) Reactant: O[CH2:2][CH:3]1[CH2:8][CH2:7][C:6]2[C:9]3[C:14]([NH:15][C:16]4[CH:25]=[CH:24][C:19]5[NH:20][C:21](=[O:23])[S:22][C:18]=5[CH:17]=4)=[N:13][CH:12]=[N:11][C:10]=3[S:26][C:5]=2[CH2:4]1.O1CCCC1.P([N:48]=[N+:49]=[N-:50])(=O)(OC1C=CC=CC=1)OC1C=CC=CC=1.N1CCCN2CCCCCC=12. Product: [N:48]([CH2:2][CH:3]1[CH2:8][CH2:7][C:6]2[C:9]3[C:14]([NH:15][C:16]4[CH:25]=[CH:24][C:19]5[NH:20][C:21](=[O:23])[S:22][C:18]=5[CH:17]=4)=[N:13][CH:12]=[N:11][C:10]=3[S:26][C:5]=2[CH2:4]1)=[N+:49]=[N-:50]. The catalyst class is: 6. (2) Reactant: C1(S([N:10]2[C:14]3=[N:15][CH:16]=[C:17]([CH2:19][O:20][CH3:21])[CH:18]=[C:13]3[CH:12]=[C:11]2[C:22]([C:29]2[CH:34]=[CH:33][C:32]([S:35]([CH3:38])(=[O:37])=[O:36])=[CH:31][CH:30]=2)=[CH:23][CH:24]2[CH2:28][CH2:27][CH2:26][CH2:25]2)(=O)=O)C=CC=CC=1.[F-].C([N+](CCCC)(CCCC)CCCC)CCC. Product: [CH:24]1([CH:23]=[C:22]([C:11]2[NH:10][C:14]3=[N:15][CH:16]=[C:17]([CH2:19][O:20][CH3:21])[CH:18]=[C:13]3[CH:12]=2)[C:29]2[CH:34]=[CH:33][C:32]([S:35]([CH3:38])(=[O:37])=[O:36])=[CH:31][CH:30]=2)[CH2:28][CH2:27][CH2:26][CH2:25]1. The catalyst class is: 54. (3) Reactant: [F:1][C:2]([F:24])([F:23])[S:3]([O:6][C:7]1[CH:12]=[C:11]([OH:13])[CH:10]=[CH:9][C:8]=1[C:14]1[CH:19]=[C:18]([O:20][CH3:21])[CH:17]=[CH:16][C:15]=1[F:22])(=[O:5])=[O:4].[C:25](O[C:25]([O:27][C:28]([CH3:31])([CH3:30])[CH3:29])=[O:26])([O:27][C:28]([CH3:31])([CH3:30])[CH3:29])=[O:26].C(N(CC)C(C)C)(C)C.O. Product: [F:24][C:2]([F:23])([F:1])[S:3]([O:6][C:7]1[CH:12]=[C:11]([O:13][C:25]([O:27][C:28]([CH3:31])([CH3:30])[CH3:29])=[O:26])[CH:10]=[CH:9][C:8]=1[C:14]1[CH:19]=[C:18]([O:20][CH3:21])[CH:17]=[CH:16][C:15]=1[F:22])(=[O:5])=[O:4]. The catalyst class is: 527.